Task: Predict the reactants needed to synthesize the given product.. Dataset: Full USPTO retrosynthesis dataset with 1.9M reactions from patents (1976-2016) (1) The reactants are: [NH2:1][C:2]1[C:11]2[N:10]=[CH:9][C:8]([CH2:12][CH2:13][C:14]3[CH:19]=[CH:18][C:17]([OH:20])=[CH:16][CH:15]=3)=[CH:7][C:6]=2[C:5]2[CH:21]=[CH:22][C:23]([CH3:25])=[CH:24][C:4]=2[N:3]=1.Br[CH2:27][CH:28]1[CH2:31][CH2:30][CH2:29]1. Given the product [CH:28]1([CH2:27][O:20][C:17]2[CH:16]=[CH:15][C:14]([CH2:13][CH2:12][C:8]3[CH:9]=[N:10][C:11]4[C:6]([CH:7]=3)=[C:5]3[CH:21]=[CH:22][C:23]([CH3:25])=[CH:24][C:4]3=[N:3][C:2]=4[NH2:1])=[CH:19][CH:18]=2)[CH2:31][CH2:30][CH2:29]1, predict the reactants needed to synthesize it. (2) Given the product [F:21][C:15]1[CH:16]=[C:17]([F:20])[CH:18]=[CH:19][C:14]=1[CH2:13][N:12]1[C:7]([C:5]2[O:6][C:2]([C:34]3[CH:35]=[C:36]([C:38]([F:40])([F:39])[F:41])[CH:37]=[C:32]([S:31][CH2:29][CH3:30])[CH:33]=3)=[CH:3][CH:4]=2)=[CH:8][C:9]([C:25]([F:28])([F:27])[F:26])=[C:10]([C:23]#[N:24])[C:11]1=[O:22], predict the reactants needed to synthesize it. The reactants are: Br[C:2]1[O:6][C:5]([C:7]2[N:12]([CH2:13][C:14]3[CH:19]=[CH:18][C:17]([F:20])=[CH:16][C:15]=3[F:21])[C:11](=[O:22])[C:10]([C:23]#[N:24])=[C:9]([C:25]([F:28])([F:27])[F:26])[CH:8]=2)=[CH:4][CH:3]=1.[CH2:29]([S:31][C:32]1[CH:33]=[C:34](B2OC(C)(C)C(C)(C)O2)[CH:35]=[C:36]([C:38]([F:41])([F:40])[F:39])[CH:37]=1)[CH3:30].C([O-])([O-])=O.[K+].[K+]. (3) Given the product [NH2:33][CH2:8][CH2:9][O:10][C:11](=[O:32])[C@H:12]([NH:20][C:21]([CH:23]1[CH2:28][CH2:27][CH:26]([CH:29]([CH3:30])[CH3:31])[CH2:25][CH2:24]1)=[O:22])[CH2:13][C:14]1[CH:19]=[CH:18][CH:17]=[CH:16][CH:15]=1, predict the reactants needed to synthesize it. The reactants are: C([CH:8]([NH2:33])[CH2:9][O:10][C:11](=[O:32])[C@H:12]([NH:20][C:21]([CH:23]1[CH2:28][CH2:27][CH:26]([CH:29]([CH3:31])[CH3:30])[CH2:25][CH2:24]1)=[O:22])[CH2:13][C:14]1[CH:19]=[CH:18][CH:17]=[CH:16][CH:15]=1)(OC(C)(C)C)=O.C(Cl)Cl.C(O)(C(F)(F)F)=O.[O-][Mn](=O)(=O)=O.[K+]. (4) Given the product [C:1]([O:29][CH2:28][CH2:27][O:26][CH3:25])(=[O:10])[CH:2]=[CH:3][C:4]1[CH:9]=[CH:8][CH:7]=[CH:6][CH:5]=1, predict the reactants needed to synthesize it. The reactants are: [CH:1](=[O:10])[CH:2]=[CH:3][C:4]1[CH:9]=[CH:8][CH:7]=[CH:6][CH:5]=1.C(C1C(=O)C(Cl)=C(Cl)C(=O)C=1C#N)#N.[CH3:25][O:26][CH2:27][CH2:28][OH:29]. (5) Given the product [CH2:35]([N:12]1[CH:13]=[C:9]([C:3]2[CH:4]=[CH:5][C:6]([Cl:8])=[CH:7][C:2]=2[Cl:1])[N:10]=[C:11]1[C@@H:14]([NH:23][C:24]([C@H:26]1[CH2:27][CH2:28][C@H:29]([CH2:32][CH3:33])[CH2:30][CH2:31]1)=[O:25])[CH2:15][C:16]1[CH:21]=[CH:20][C:19]([OH:22])=[CH:18][CH:17]=1)[C:36]#[C:37][CH3:38], predict the reactants needed to synthesize it. The reactants are: [Cl:1][C:2]1[CH:7]=[C:6]([Cl:8])[CH:5]=[CH:4][C:3]=1[C:9]1[N:10]=[C:11]([CH:14]([NH:23][C:24]([CH:26]2[CH2:31][CH2:30][CH:29]([CH2:32][CH3:33])[CH2:28][CH2:27]2)=[O:25])[CH2:15][C:16]2[CH:21]=[CH:20][C:19]([OH:22])=[CH:18][CH:17]=2)[NH:12][CH:13]=1.Br[CH2:35][C:36]#[C:37][CH3:38]. (6) Given the product [Br:1][C:2]1[CH:7]=[CH:6][C:5]([CH:8]=[O:9])=[CH:4][C:3]=1[C:10]([F:11])([F:12])[F:13], predict the reactants needed to synthesize it. The reactants are: [Br:1][C:2]1[CH:7]=[CH:6][C:5]([CH2:8][OH:9])=[CH:4][C:3]=1[C:10]([F:13])([F:12])[F:11]. (7) Given the product [Cl:47][C:48]1[S:52][C:51]([S:53]([NH:56][C:23]([CH:20]2[CH2:21][CH2:22][N:17]([C:4]3[C:3]([C:1]#[N:2])=[CH:8][C:7]([C:9]4[O:10][C:11]([CH2:14][CH3:15])=[CH:12][N:13]=4)=[C:6]([CH3:16])[N:5]=3)[CH2:18][CH2:19]2)=[O:24])(=[O:55])=[O:54])=[CH:50][CH:49]=1, predict the reactants needed to synthesize it. The reactants are: [C:1]([C:3]1[C:4]([N:17]2[CH2:22][CH2:21][CH:20]([C:23](O)=[O:24])[CH2:19][CH2:18]2)=[N:5][C:6]([CH3:16])=[C:7]([C:9]2[O:10][C:11]([CH2:14][CH3:15])=[CH:12][N:13]=2)[CH:8]=1)#[N:2].CCN=C=NCCCN(C)C.C1C=CC2N(O)N=NC=2C=1.[Cl:47][C:48]1[S:52][C:51]([S:53]([NH2:56])(=[O:55])=[O:54])=[CH:50][CH:49]=1.CCN(C(C)C)C(C)C.